Dataset: Peptide-MHC class II binding affinity with 134,281 pairs from IEDB. Task: Regression. Given a peptide amino acid sequence and an MHC pseudo amino acid sequence, predict their binding affinity value. This is MHC class II binding data. (1) The peptide sequence is VDLAKSLRIAAKIYS. The MHC is DRB1_1101 with pseudo-sequence DRB1_1101. The binding affinity (normalized) is 0.747. (2) The peptide sequence is FGMVQFQKFFNPVTP. The MHC is DRB1_0101 with pseudo-sequence DRB1_0101. The binding affinity (normalized) is 0.300.